Dataset: Reaction yield outcomes from USPTO patents with 853,638 reactions. Task: Predict the reaction yield, written as a fraction of the theoretical maximum amount of product (1.0 means a 100% yield; for example, 0.34 means a 34% yield). (1) The reactants are Br[CH2:2][C:3]([C:5]1[C:10]([CH3:11])=[CH:9][C:8]([S:12][CH3:13])=[CH:7][C:6]=1[CH3:14])=O.[NH2:15][C:16]([NH2:18])=[S:17]. The catalyst is CCO. The product is [CH3:14][C:6]1[CH:7]=[C:8]([S:12][CH3:13])[CH:9]=[C:10]([CH3:11])[C:5]=1[C:3]1[N:15]=[C:16]([NH2:18])[S:17][CH:2]=1. The yield is 0.450. (2) The reactants are C(#N)C.FC(F)(F)C(O)=O.[Br:11][C:12]1[C:13]([OH:18])=[N:14][CH:15]=[CH:16][CH:17]=1.[I:19]N1C(=O)CCC1=O. The catalyst is O. The product is [Br:11][C:12]1[C:13]([OH:18])=[N:14][CH:15]=[C:16]([I:19])[CH:17]=1. The yield is 0.960. (3) The reactants are [NH:1]([C:8]1[C:13]([Br:14])=[CH:12][N:11]=[C:10](Cl)[N:9]=1)[C:2]1[CH:7]=[CH:6][CH:5]=[CH:4][CH:3]=1.[NH2:16][C:17]1[CH:24]=[CH:23][C:20]([CH2:21][OH:22])=[CH:19][CH:18]=1.Cl.[CH2:26]([OH:30])[CH2:27]CC. The catalyst is CO. The product is [NH:1]([C:8]1[C:13]([Br:14])=[CH:12][N:11]=[C:10]([NH:16][C:17]2[CH:24]=[CH:23][C:20]([CH2:21][O:22][CH2:27][CH2:26][OH:30])=[CH:19][CH:18]=2)[N:9]=1)[C:2]1[CH:7]=[CH:6][CH:5]=[CH:4][CH:3]=1. The yield is 0.190. (4) The reactants are [N:1]([C@H:4]([CH3:30])[C@H:5]([NH:10]C(C1C=CC=CC=1)(C1C=CC=CC=1)C1C=CC=CC=1)[C:6]([O:8][CH3:9])=[O:7])=[N+:2]=[N-:3]. The catalyst is C(Cl)Cl.Cl. The product is [NH2:10][C@@H:5]([C@H:4]([N:1]=[N+:2]=[N-:3])[CH3:30])[C:6]([O:8][CH3:9])=[O:7]. The yield is 0.520. (5) The product is [C:9]([O:8][C:6](=[O:7])[CH2:5][CH:4]([CH2:13][CH:14]([CH3:15])[CH3:16])[C:3]([OH:17])=[O:2])([CH3:12])([CH3:11])[CH3:10]. The reactants are C[O:2][C:3](=[O:17])[CH:4]([CH2:13][CH:14]([CH3:16])[CH3:15])[CH2:5][C:6]([O:8][C:9]([CH3:12])([CH3:11])[CH3:10])=[O:7]. The yield is 0.970. The catalyst is Cl.CC(C)=O. (6) The reactants are [Br:1][C:2]1[CH:3]=[CH:4][C:5](F)=[C:6]([CH:9]=1)[CH:7]=[O:8].[CH3:11][N:12]1[C:16]([CH3:17])=[C:15]([OH:18])[C:14]([CH3:19])=[N:13]1.C([O-])([O-])=O.[K+].[K+]. The catalyst is CN(C)C(=O)C. The product is [Br:1][C:2]1[CH:3]=[CH:4][C:5]([O:18][C:15]2[C:14]([CH3:19])=[N:13][N:12]([CH3:11])[C:16]=2[CH3:17])=[C:6]([CH:9]=1)[CH:7]=[O:8]. The yield is 1.00. (7) The reactants are [OH:1][CH2:2][C:3](N)=O.F[B-](F)(F)F.C([O+](CC)CC)C.[NH2:18][C:19]1[C:20]([NH:28][C@@H:29]2[CH2:34][O:33][CH:32]([CH2:35][C:36]#[N:37])[CH2:31][CH2:30]2)=[C:21]2[S:27][CH:26]=[CH:25][C:22]2=[N:23][CH:24]=1. The catalyst is C1COCC1.C(O)C. The product is [OH:1][CH2:2][C:3]1[N:28]([C@@H:29]2[CH2:34][O:33][C@@H:32]([CH2:35][C:36]#[N:37])[CH2:31][CH2:30]2)[C:20]2=[C:21]3[S:27][CH:26]=[CH:25][C:22]3=[N:23][CH:24]=[C:19]2[N:18]=1. The yield is 0.350.